Dataset: Full USPTO retrosynthesis dataset with 1.9M reactions from patents (1976-2016). Task: Predict the reactants needed to synthesize the given product. (1) The reactants are: C(O[C:5](=[O:7])[CH3:6])(=O)C.Cl.[NH2:9][CH2:10][C:11]([C:13]1[CH:18]=[CH:17][C:16]([Cl:19])=[CH:15][CH:14]=1)=[O:12].C([O-])(=O)C.[Na+]. Given the product [Cl:19][C:16]1[CH:15]=[CH:14][C:13]([C:11](=[O:12])[CH2:10][NH:9][C:5](=[O:7])[CH3:6])=[CH:18][CH:17]=1, predict the reactants needed to synthesize it. (2) Given the product [CH2:1]([O:8][C:9](=[O:19])[NH:10][CH2:11][CH:12]1[CH2:17][CH2:16][C:15]([CH2:20][CH3:21])([OH:18])[CH2:14][CH2:13]1)[C:2]1[CH:3]=[CH:4][CH:5]=[CH:6][CH:7]=1, predict the reactants needed to synthesize it. The reactants are: [CH2:1]([O:8][C:9](=[O:19])[NH:10][CH2:11][CH:12]1[CH2:17][CH2:16][C:15](=[O:18])[CH2:14][CH2:13]1)[C:2]1[CH:7]=[CH:6][CH:5]=[CH:4][CH:3]=1.[CH2:20]([Mg]Br)[CH3:21]. (3) Given the product [CH2:1]([O:3][C:4]([C:6]1[N:7]=[C:8]([C:27]#[N:28])[C:9]2[C:14]([C:15]=1[OH:16])=[CH:13][CH:12]=[C:11]([O:17][C:18]1[CH:23]=[C:22]([F:24])[CH:21]=[CH:20][C:19]=1[Cl:25])[CH:10]=2)=[O:5])[CH3:2], predict the reactants needed to synthesize it. The reactants are: [CH2:1]([O:3][C:4]([C:6]1[N:7]=[C:8](I)[C:9]2[C:14]([C:15]=1[OH:16])=[CH:13][CH:12]=[C:11]([O:17][C:18]1[CH:23]=[C:22]([F:24])[CH:21]=[CH:20][C:19]=1[Cl:25])[CH:10]=2)=[O:5])[CH3:2].[C:27]([Cu])#[N:28]. (4) Given the product [I:3][C:4]1[N:5]=[C:6]([CH:10]2[CH2:11][CH2:12][N:13]([C:16]([O:18][C:19]([CH3:22])([CH3:21])[CH3:20])=[O:17])[CH2:14][CH2:15]2)[N:7]([CH2:25][CH2:26][N:27]2[CH2:31][CH2:30][CH2:29][CH2:28]2)[C:8]=1[I:9], predict the reactants needed to synthesize it. The reactants are: [OH-].[K+].[I:3][C:4]1[N:5]=[C:6]([CH:10]2[CH2:15][CH2:14][N:13]([C:16]([O:18][C:19]([CH3:22])([CH3:21])[CH3:20])=[O:17])[CH2:12][CH2:11]2)[NH:7][C:8]=1[I:9].Cl.Cl[CH2:25][CH2:26][N:27]1[CH2:31][CH2:30][CH2:29][CH2:28]1.P(=O)(O)(O)O. (5) The reactants are: [O:1]1[CH2:6][CH2:5][CH:4]([CH2:7][O:8][C:9]2[N:14]=[C:13]([C:15]([OH:17])=O)[CH:12]=[CH:11][C:10]=2[C:18]([F:21])([F:20])[F:19])[CH2:3][CH2:2]1.[NH2:22][C:23]1([CH2:29][C:30]([NH2:32])=[O:31])[CH2:26][S:25](=[O:28])(=[O:27])[CH2:24]1.CN(C(ON1N=NC2C=CC=CC1=2)=[N+](C)C)C.[B-](F)(F)(F)F.CCN(C(C)C)C(C)C. Given the product [NH2:32][C:30](=[O:31])[CH2:29][C:23]1([NH:22][C:15]([C:13]2[CH:12]=[CH:11][C:10]([C:18]([F:21])([F:20])[F:19])=[C:9]([O:8][CH2:7][CH:4]3[CH2:3][CH2:2][O:1][CH2:6][CH2:5]3)[N:14]=2)=[O:17])[CH2:24][S:25](=[O:27])(=[O:28])[CH2:26]1, predict the reactants needed to synthesize it. (6) Given the product [CH2:16]([N:23]1[C:27]([CH2:28][CH:8]([C:7](=[O:13])[CH2:6][CH3:5])[C:9](=[O:12])[CH2:10][CH3:11])=[CH:26][N:25]=[CH:24]1)[C:17]1[CH:18]=[CH:19][CH:20]=[CH:21][CH:22]=1, predict the reactants needed to synthesize it. The reactants are: C([O-])C.[Na+].[CH3:5][CH2:6][C:7](=[O:13])[CH2:8][C:9](=[O:12])[CH2:10][CH3:11].[I-].[K+].[CH2:16]([N:23]1[C:27]([CH2:28]Cl)=[CH:26][N:25]=[CH:24]1)[C:17]1[CH:22]=[CH:21][CH:20]=[CH:19][CH:18]=1.Cl.C(N1C(CCl)=CN=C1)C1C=CC=CC=1.